From a dataset of Rat liver microsome stability data. Regression/Classification. Given a drug SMILES string, predict its absorption, distribution, metabolism, or excretion properties. Task type varies by dataset: regression for continuous measurements (e.g., permeability, clearance, half-life) or binary classification for categorical outcomes (e.g., BBB penetration, CYP inhibition). Dataset: rlm. (1) The molecule is Cc1ccc(NC2=C(c3ccc(C(F)(F)F)cc3)C(=O)c3ccccc32)cc1F. The result is 1 (stable in rat liver microsomes). (2) The compound is CO[C@@H]1C=CO[C@@]2(C)Oc3c(C)c(O)c4c(c3C2=O)C(=N[C@H]2CC[C@H](O)O[C@@H]2C)C=C(NC(=O)C(C)=CC(=O)[C@@H]2C[C@@H]2[C@@H](O)[C@H](C)[C@@H](O)[C@H](C)[C@H](OC(C)=O)[C@@H]1C)C4=O. The result is 1 (stable in rat liver microsomes).